Dataset: Catalyst prediction with 721,799 reactions and 888 catalyst types from USPTO. Task: Predict which catalyst facilitates the given reaction. (1) Reactant: [Cl:1][C:2]1[NH:10][C:9]2[C:8](=[O:11])[N:7]([CH2:12][CH2:13][CH2:14][CH2:15][C:16]([OH:18])=O)[C:6](=[O:19])[N:5]([CH2:20][CH2:21][CH2:22][CH2:23][CH3:24])[C:4]=2[N:3]=1.C1N=CN(C(N2C=NC=C2)=O)C=1.[CH3:37][C:38]1[CH:39]=[C:40]([CH2:44][NH2:45])[CH:41]=[CH:42][CH:43]=1. Product: [Cl:1][C:2]1[NH:10][C:9]2[C:8](=[O:11])[N:7]([CH2:12][CH2:13][CH2:14][CH2:15][C:16]([NH:45][CH2:44][C:40]3[CH:41]=[CH:42][CH:43]=[C:38]([CH3:37])[CH:39]=3)=[O:18])[C:6](=[O:19])[N:5]([CH2:20][CH2:21][CH2:22][CH2:23][CH3:24])[C:4]=2[N:3]=1. The catalyst class is: 2. (2) Reactant: [NH2:1][C:2]1[S:3][C:4]2[C:10]([C:11]#[N:12])=[C:9]([O:13][C:14]3[CH:15]=[C:16]([NH:20][C:21](=[O:33])[C:22]4[CH:27]=[CH:26][CH:25]=[C:24]([C:28]([C:31]#[N:32])([CH3:30])[CH3:29])[CH:23]=4)[CH:17]=[CH:18][CH:19]=3)[CH:8]=[CH:7][C:5]=2[N:6]=1.Cl[CH2:35][C:36](Cl)=[O:37].C(=O)([O-])O.[Na+].C(N(CC)CC)C.[CH3:51][N:52]1[CH2:57][CH2:56][NH:55][CH2:54][CH2:53]1. Product: [C:31]([C:28]([C:24]1[CH:23]=[C:22]([CH:27]=[CH:26][CH:25]=1)[C:21]([NH:20][C:16]1[CH:17]=[CH:18][CH:19]=[C:14]([O:13][C:9]2[CH:8]=[CH:7][C:5]3[N:6]=[C:2]([NH:1][C:36](=[O:37])[CH2:35][N:55]4[CH2:56][CH2:57][N:52]([CH3:51])[CH2:53][CH2:54]4)[S:3][C:4]=3[C:10]=2[C:11]#[N:12])[CH:15]=1)=[O:33])([CH3:30])[CH3:29])#[N:32]. The catalyst class is: 675. (3) Reactant: [CH:1](OCC)=[O:2].[Cl:6][C:7]1[CH:12]=[CH:11][C:10]([C:13](=[O:15])[CH3:14])=[CH:9][CH:8]=1.C[O-].[Na+].Cl. Product: [Cl:6][C:7]1[CH:12]=[CH:11][C:10]([C:13](=[O:15])[CH2:14][CH:1]=[O:2])=[CH:9][CH:8]=1. The catalyst class is: 28. (4) Reactant: C[Zn]C.[C:4]1(C)C=CC=CC=1.Br[C:12]1[C:17]([F:18])=[C:16]([O:19][CH3:20])[CH:15]=[CH:14][C:13]=1[N+:21]([O-:23])=[O:22].[NH4+].[Cl-]. Product: [F:18][C:17]1[C:12]([CH3:4])=[C:13]([N+:21]([O-:23])=[O:22])[CH:14]=[CH:15][C:16]=1[O:19][CH3:20]. The catalyst class is: 169. (5) Reactant: [NH2:1][C:2]1[CH:3]=[C:4]2[C:8](=[CH:9][CH:10]=1)[CH2:7][CH2:6][CH2:5]2.Cl[C:12]([O:14][C:15]1[CH:20]=[CH:19][C:18]([N+:21]([O-:23])=[O:22])=[CH:17][CH:16]=1)=[O:13]. Product: [CH2:7]1[C:8]2[C:4](=[CH:3][C:2]([NH:1][C:12](=[O:13])[O:14][C:15]3[CH:16]=[CH:17][C:18]([N+:21]([O-:23])=[O:22])=[CH:19][CH:20]=3)=[CH:10][CH:9]=2)[CH2:5][CH2:6]1. The catalyst class is: 2. (6) Reactant: [OH-].[Na+].[CH:3]1([C:6]2[CH:11]=[C:10]([CH2:12][N:13]3[CH2:16][C:15]4([CH2:20][C:19]([N:21]5[CH2:26][CH2:25][CH:24]([C:27]([O:29]CC)=[O:28])[CH2:23][CH2:22]5)=[N:18][O:17]4)[CH2:14]3)[C:9]([O:32][CH2:33][CH3:34])=[CH:8][C:7]=2[C:35]2[CH:40]=[CH:39][C:38]([F:41])=[CH:37][CH:36]=2)[CH2:5][CH2:4]1.Cl. Product: [CH:3]1([C:6]2[CH:11]=[C:10]([CH2:12][N:13]3[CH2:16][C:15]4([CH2:20][C:19]([N:21]5[CH2:22][CH2:23][CH:24]([C:27]([OH:29])=[O:28])[CH2:25][CH2:26]5)=[N:18][O:17]4)[CH2:14]3)[C:9]([O:32][CH2:33][CH3:34])=[CH:8][C:7]=2[C:35]2[CH:40]=[CH:39][C:38]([F:41])=[CH:37][CH:36]=2)[CH2:4][CH2:5]1. The catalyst class is: 8.